Task: Predict the reactants needed to synthesize the given product.. Dataset: Retrosynthesis with 50K atom-mapped reactions and 10 reaction types from USPTO Given the product CCn1cc(C(=O)NCCN2CCCC2)c(=O)c2c(F)c(OCc3ccc(OC)cc3)c(OCc3ccc(OC)cc3)cc21, predict the reactants needed to synthesize it. The reactants are: CCn1cc(C(=O)O)c(=O)c2c(F)c(OCc3ccc(OC)cc3)c(OCc3ccc(OC)cc3)cc21.NCCN1CCCC1.